Dataset: Catalyst prediction with 721,799 reactions and 888 catalyst types from USPTO. Task: Predict which catalyst facilitates the given reaction. Reactant: [C:1]([O:4][C@H:5]1[C@@H:10]([O:11][C:12](=[O:14])[CH3:13])[C@H:9]([O:15][C:16](=[O:18])[CH3:17])[C@@H:8]([CH2:19][O:20][C:21](=[O:23])[CH3:22])[O:7][C@@H:6]1[O:24][C:25]1[CH:30]=[CH:29][C:28]([C:31]2[CH:36]=[CH:35][C:34]([C:37]#[N:38])=[CH:33][CH:32]=2)=[CH:27][C:26]=1[Cl:39])(=[O:3])[CH3:2].C[Si]([N:44]=[N+:45]=[N-:46])(C)C.[F-].C([N+](CCCC)(CCCC)CCCC)CCC.C1COCC1. Product: [C:1]([O:4][C@H:5]1[C@@H:10]([O:11][C:12](=[O:14])[CH3:13])[C@H:9]([O:15][C:16](=[O:18])[CH3:17])[C@@H:8]([CH2:19][O:20][C:21](=[O:23])[CH3:22])[O:7][C@@H:6]1[O:24][C:25]1[CH:30]=[CH:29][C:28]([C:31]2[CH:32]=[CH:33][C:34]([C:37]3[NH:46][N:45]=[N:44][N:38]=3)=[CH:35][CH:36]=2)=[CH:27][C:26]=1[Cl:39])(=[O:3])[CH3:2]. The catalyst class is: 13.